The task is: Predict the reaction yield, written as a fraction of the theoretical maximum amount of product (1.0 means a 100% yield; for example, 0.34 means a 34% yield).. This data is from Reaction yield outcomes from USPTO patents with 853,638 reactions. (1) The reactants are [Cl:1][C:2]1[CH:7]=[C:6]([N+:8]([O-])=O)[CH:5]=[C:4]([Cl:11])[C:3]=1[CH3:12].[Cl-].[NH4+].CO. The catalyst is [Fe].O. The product is [Cl:1][C:2]1[CH:7]=[C:6]([CH:5]=[C:4]([Cl:11])[C:3]=1[CH3:12])[NH2:8]. The yield is 0.655. (2) The reactants are [NH2:1][CH:2]1[CH2:7][CH2:6][N:5]([C:8]([O:10][C:11]([CH3:14])([CH3:13])[CH3:12])=[O:9])[CH2:4][CH2:3]1.[Cl:15][C:16]1[CH:23]=[CH:22][C:19]([CH2:20]Br)=[CH:18][CH:17]=1.C(N(CC)CC)C. The catalyst is C(Cl)Cl. The product is [C:11]([O:10][C:8]([N:5]1[CH2:4][CH2:3][CH:2]([NH:1][CH2:20][C:19]2[CH:22]=[CH:23][C:16]([Cl:15])=[CH:17][CH:18]=2)[CH2:7][CH2:6]1)=[O:9])([CH3:14])([CH3:13])[CH3:12]. The yield is 0.270.